From a dataset of NCI-60 drug combinations with 297,098 pairs across 59 cell lines. Regression. Given two drug SMILES strings and cell line genomic features, predict the synergy score measuring deviation from expected non-interaction effect. (1) Drug 2: CC1=CC2C(CCC3(C2CCC3(C(=O)C)OC(=O)C)C)C4(C1=CC(=O)CC4)C. Cell line: UACC62. Synergy scores: CSS=27.5, Synergy_ZIP=-8.57, Synergy_Bliss=-2.10, Synergy_Loewe=-11.7, Synergy_HSA=-2.27. Drug 1: C1CCC(CC1)NC(=O)N(CCCl)N=O. (2) Drug 1: C1=CN(C(=O)N=C1N)C2C(C(C(O2)CO)O)O.Cl. Drug 2: C1=CC=C(C(=C1)C(C2=CC=C(C=C2)Cl)C(Cl)Cl)Cl. Cell line: LOX IMVI. Synergy scores: CSS=55.8, Synergy_ZIP=-0.676, Synergy_Bliss=-5.46, Synergy_Loewe=-51.4, Synergy_HSA=-6.66. (3) Drug 1: C1=NC2=C(N=C(N=C2N1C3C(C(C(O3)CO)O)O)F)N. Drug 2: CC(C)(C#N)C1=CC(=CC(=C1)CN2C=NC=N2)C(C)(C)C#N. Cell line: HCT116. Synergy scores: CSS=-4.28, Synergy_ZIP=3.33, Synergy_Bliss=4.07, Synergy_Loewe=-0.636, Synergy_HSA=-1.74. (4) Drug 1: CN(C)C1=NC(=NC(=N1)N(C)C)N(C)C. Drug 2: N.N.Cl[Pt+2]Cl. Cell line: SNB-19. Synergy scores: CSS=-0.197, Synergy_ZIP=1.54, Synergy_Bliss=1.65, Synergy_Loewe=-1.48, Synergy_HSA=-1.52. (5) Drug 1: C1=CC(=CC=C1CCC2=CNC3=C2C(=O)NC(=N3)N)C(=O)NC(CCC(=O)O)C(=O)O. Drug 2: COC1=NC(=NC2=C1N=CN2C3C(C(C(O3)CO)O)O)N. Cell line: RXF 393. Synergy scores: CSS=11.6, Synergy_ZIP=-1.52, Synergy_Bliss=0.164, Synergy_Loewe=-2.91, Synergy_HSA=0.114. (6) Drug 1: CC1=CC2C(CCC3(C2CCC3(C(=O)C)OC(=O)C)C)C4(C1=CC(=O)CC4)C. Drug 2: CC12CCC3C(C1CCC2O)C(CC4=C3C=CC(=C4)O)CCCCCCCCCS(=O)CCCC(C(F)(F)F)(F)F. Cell line: SR. Synergy scores: CSS=-6.57, Synergy_ZIP=1.42, Synergy_Bliss=-0.684, Synergy_Loewe=-3.89, Synergy_HSA=-3.89.